Dataset: Forward reaction prediction with 1.9M reactions from USPTO patents (1976-2016). Task: Predict the product of the given reaction. The product is: [CH2:11]([O:10][C:8](=[O:9])[CH2:7][CH:32]1[O:33][B:29]([OH:30])[C:18]2[CH:19]=[C:20]([O:22][CH:23]3[CH2:28][CH2:27][CH2:26][CH2:25][O:24]3)[CH:21]=[C:14]([F:13])[C:15]1=2)[CH3:12]. Given the reactants C[Si](Cl)(C)C.Br[CH2:7][C:8]([O:10][CH2:11][CH3:12])=[O:9].[F:13][C:14]1[CH:21]=[C:20]([O:22][CH:23]2[CH2:28][CH2:27][CH2:26][CH2:25][O:24]2)[CH:19]=[C:18]([B:29]2[O:33][C:32](C)(C)C(C)(C)[O:30]2)[C:15]=1C=O, predict the reaction product.